The task is: Predict the reactants needed to synthesize the given product.. This data is from Full USPTO retrosynthesis dataset with 1.9M reactions from patents (1976-2016). (1) The reactants are: [CH3:1][C:2]1[CH:3]=[C:4]([C:8]2[C:16]3[O:15][CH:14]([CH2:17][NH2:18])[CH2:13][C:12]=3[CH:11]=[CH:10][CH:9]=2)[CH:5]=[CH:6][CH:7]=1.C(N(C(C)C)CC)(C)C.Cl[C:29]([O:31][CH2:32][C:33]1[CH:38]=[CH:37][CH:36]=[CH:35][CH:34]=1)=[O:30].C1(C2C3OC(CNC(=O)OCC4C=CC=CC=4)CC=3C=CC=2)CCCC1. Given the product [CH2:32]([O:31][C:29](=[O:30])[NH:18][CH2:17][CH:14]1[CH2:13][C:12]2[CH:11]=[CH:10][CH:9]=[C:8]([C:4]3[CH:5]=[CH:6][CH:7]=[C:2]([CH3:1])[CH:3]=3)[C:16]=2[O:15]1)[C:33]1[CH:38]=[CH:37][CH:36]=[CH:35][CH:34]=1, predict the reactants needed to synthesize it. (2) Given the product [CH2:2]([N:6]1[C:10]([CH3:11])=[C:9]([CH3:12])[S:8]/[C:7]/1=[CH:13]\[C:20]([C:19]1[CH:23]=[C:15]([Cl:14])[CH:16]=[CH:17][C:18]=1[F:24])=[O:21])[CH2:3][CH2:4][CH3:5], predict the reactants needed to synthesize it. The reactants are: [I-].[CH2:2]([N+:6]1[C:10]([CH3:11])=[C:9]([CH3:12])[S:8][C:7]=1[CH3:13])[CH2:3][CH2:4][CH3:5].[Cl:14][C:15]1[CH:16]=[CH:17][C:18]([F:24])=[C:19]([CH:23]=1)[C:20](Cl)=[O:21]. (3) Given the product [C:40]([O:39][C:37]([NH:36][C@@H:15]1[C:14](=[O:44])[N:13]2[CH2:45][C@@H:10]([OH:9])[CH2:11][C@H:12]2[C:26](=[O:27])[NH:25][C@:24]2([C:29]([O:31][CH2:32][CH3:33])=[O:30])[CH2:28][C@H:23]2[CH2:22][C:21]([F:34])([F:35])[CH2:20][CH2:19][CH2:18][CH2:17][CH2:16]1)=[O:38])([CH3:42])([CH3:41])[CH3:43], predict the reactants needed to synthesize it. The reactants are: C([O:9][C@@H:10]1[CH2:45][N:13]2[C:14](=[O:44])[C@@H:15]([NH:36][C:37]([O:39][C:40]([CH3:43])([CH3:42])[CH3:41])=[O:38])[CH2:16][CH2:17][CH2:18][CH2:19][CH2:20][C:21]([F:35])([F:34])[CH2:22][C@@H:23]3[CH2:28][C@@:24]3([C:29]([O:31][CH2:32][CH3:33])=[O:30])[NH:25][C:26](=[O:27])[C@@H:12]2[CH2:11]1)(=O)C1C=CC=CC=1.[OH-].[K+]. (4) Given the product [CH2:1]([O:2][C:3](=[O:15])[C:4]1[CH:9]=[C:8]([O:23][CH2:25][C:26]2[CH:31]=[CH:30][CH:29]=[CH:28][CH:27]=2)[CH:7]=[C:6]([NH2:11])[C:5]=1[N+:12]([O-:14])=[O:13])[C:33]1[CH:38]=[CH:37][CH:36]=[CH:35][CH:34]=1, predict the reactants needed to synthesize it. The reactants are: [CH3:1][O:2][C:3](=[O:15])[C:4]1[CH:9]=[C:8](F)[CH:7]=[C:6]([NH2:11])[C:5]=1[N+:12]([O-:14])=[O:13].C(N(CC)CC)C.[O:23]([CH2:25][C:26]1[CH:31]=[CH:30][CH:29]=[CH:28][CH:27]=1)[Na].C(O)[C:33]1[CH:38]=[CH:37][CH:36]=[CH:35][CH:34]=1. (5) Given the product [Br:9][C:4]1[CH:3]=[C:2]([CH:7]=[C:6]([CH3:8])[CH:5]=1)[C:11]#[N:12], predict the reactants needed to synthesize it. The reactants are: Br[C:2]1[CH:7]=[C:6]([CH3:8])[CH:5]=[C:4]([Br:9])[CH:3]=1.[Cu][C:11]#[N:12].N1C=CC=CC=1.[NH4+].[OH-]. (6) Given the product [CH:1]([N:4]1[C:8]([C:9]2[N:10]=[C:11]3[C:17]4[CH:18]=[CH:19][C:20]([CH2:22][C:23]([OH:25])=[O:24])=[CH:21][C:16]=4[O:15][CH2:14][CH2:13][N:12]3[CH:27]=2)=[N:7][C:6]([CH3:30])=[N:5]1)([CH3:3])[CH3:2], predict the reactants needed to synthesize it. The reactants are: [CH:1]([N:4]1[C:8]([C:9]2[N:10]=[C:11]3[C:17]4[CH:18]=[CH:19][C:20]([CH2:22][C:23]([O:25]C)=[O:24])=[CH:21][C:16]=4[O:15][CH2:14][CH2:13][N:12]3[CH:27]=2)=[N:7][CH:6]=[N:5]1)([CH3:3])[CH3:2].[OH-].[Li+].[CH3:30]O. (7) Given the product [CH2:35]([O:34][C:32](=[O:33])[NH:19][CH2:18][CH:16]1[CH2:15][C:14]2[C:9]([C:4]3[CH:5]=[CH:6][CH:7]=[CH:8][C:3]=3[C:2]([F:20])([F:1])[F:21])=[CH:10][CH:11]=[CH:12][C:13]=2[O:17]1)[C:36]1[CH:41]=[CH:40][CH:39]=[CH:38][CH:37]=1, predict the reactants needed to synthesize it. The reactants are: [F:1][C:2]([F:21])([F:20])[C:3]1[CH:8]=[CH:7][CH:6]=[CH:5][C:4]=1[C:9]1[C:14]2[CH2:15][CH:16]([CH2:18][NH2:19])[O:17][C:13]=2[CH:12]=[CH:11][CH:10]=1.C(N(C(C)C)CC)(C)C.Cl[C:32]([O:34][CH2:35][C:36]1[CH:41]=[CH:40][CH:39]=[CH:38][CH:37]=1)=[O:33].C(OC(=O)NCC1CC2C=CC=C(C3CCCC3)C=2O1)C1C=CC=CC=1.